Dataset: Forward reaction prediction with 1.9M reactions from USPTO patents (1976-2016). Task: Predict the product of the given reaction. (1) Given the reactants Cl.Cl.[O:3]([CH2:5][CH2:6][O:7][C:8]1[CH:9]=[CH:10][C:11]2[O:15][C:14]([C:16]([NH:18][C:19]3[CH:24]=[CH:23][C:22]([Cl:25])=[CH:21][N:20]=3)=[O:17])=[C:13]([NH:26][C:27]([C@H:29]3[CH2:34][CH2:33][C@H:32]([N:35]4[CH2:39][CH2:38][CH2:37][C:36]4=[O:40])[CH2:31][CH2:30]3)=[O:28])[C:12]=2[CH:41]=1)N.C(N(CC)C(C)C)(C)C.[C:51]([O:55][C:56]([NH:58][C:59]([N:68]1C=CC=N1)=[N:60][C:61]([O:63][C:64]([CH3:67])([CH3:66])[CH3:65])=[O:62])=[O:57])([CH3:54])([CH3:53])[CH3:52], predict the reaction product. The product is: [C:64]([O:63][C:61]([N:60]([O:3][CH2:5][CH2:6][O:7][C:8]1[CH:9]=[CH:10][C:11]2[O:15][C:14]([C:16]([NH:18][C:19]3[CH:24]=[CH:23][C:22]([Cl:25])=[CH:21][N:20]=3)=[O:17])=[C:13]([NH:26][C:27]([C@H:29]3[CH2:30][CH2:31][C@H:32]([N:35]4[CH2:39][CH2:38][CH2:37][C:36]4=[O:40])[CH2:33][CH2:34]3)=[O:28])[C:12]=2[CH:41]=1)[C:59]([NH:58][C:56]([O:55][C:51]([CH3:52])([CH3:53])[CH3:54])=[O:57])=[NH:68])=[O:62])([CH3:65])([CH3:66])[CH3:67]. (2) Given the reactants [Br:1][C:2]1[CH:10]=[CH:9][C:5]([C:6](Cl)=[O:7])=[CH:4][CH:3]=1.[C:11]1([NH:17][C:18]2[C:19]([NH2:24])=[CH:20][CH:21]=[CH:22][CH:23]=2)[CH:16]=[CH:15][CH:14]=[CH:13][CH:12]=1.C(N(CC)CC)C, predict the reaction product. The product is: [Br:1][C:2]1[CH:10]=[CH:9][C:5]([C:6]([NH:24][C:19]2[CH:20]=[CH:21][CH:22]=[CH:23][C:18]=2[NH:17][C:11]2[CH:12]=[CH:13][CH:14]=[CH:15][CH:16]=2)=[O:7])=[CH:4][CH:3]=1. (3) Given the reactants Cl[C:2]1[CH:7]=[C:6]([Cl:8])[N:5]=[CH:4][N:3]=1.Cl.Cl.[N:11]1[CH:16]=[CH:15][CH:14]=[CH:13][C:12]=1[CH2:17][C@H:18]([C:20]([O:22][CH3:23])=[O:21])[NH2:19].C(N(CC)C(C)C)(C)C, predict the reaction product. The product is: [Cl:8][C:6]1[N:5]=[CH:4][N:3]=[C:2]([NH:19][C@@H:18]([C:20]([O:22][CH3:23])=[O:21])[CH2:17][C:12]2[CH:13]=[CH:14][CH:15]=[CH:16][N:11]=2)[CH:7]=1. (4) Given the reactants C([N-]C(C)C)(C)C.[Li+].CCCCCCC.O1CCCC1.C(C1C=CC=CC=1)C.[O:29]1[C:33]2([CH2:38][CH2:37][CH:36]([C:39]#[N:40])[CH2:35][CH2:34]2)[O:32][CH2:31][CH2:30]1.I[CH:42]1[CH2:47][CH2:46][O:45][CH2:44][CH2:43]1, predict the reaction product. The product is: [O:45]1[CH2:46][CH2:47][CH:42]([C:36]2([C:39]#[N:40])[CH2:37][CH2:38][C:33]3([O:32][CH2:31][CH2:30][O:29]3)[CH2:34][CH2:35]2)[CH2:43][CH2:44]1.